Dataset: Catalyst prediction with 721,799 reactions and 888 catalyst types from USPTO. Task: Predict which catalyst facilitates the given reaction. Reactant: [CH3:1][C:2]1[CH2:7][CH2:6][C@@H:5]([C:8]([CH3:10])=[CH2:9])[CH2:4][CH:3]=1.B1([O-])OO1.[OH2:15].[OH2:16].O.O.[Na+].C(OC(=O)C)(=O)C. Product: [CH3:1][C:2]12[O:15][CH:7]1[CH2:6][CH:5]([C:8]1([CH3:10])[O:16][CH2:9]1)[CH2:4][CH2:3]2. The catalyst class is: 11.